Dataset: Peptide-MHC class II binding affinity with 134,281 pairs from IEDB. Task: Regression. Given a peptide amino acid sequence and an MHC pseudo amino acid sequence, predict their binding affinity value. This is MHC class II binding data. (1) The peptide sequence is HVKHFVINLIGDFEV. The MHC is DRB1_1501 with pseudo-sequence DRB1_1501. The binding affinity (normalized) is 0.968. (2) The peptide sequence is KNKVVKVLRPAPGGK. The MHC is HLA-DQA10201-DQB10301 with pseudo-sequence HLA-DQA10201-DQB10301. The binding affinity (normalized) is 0.320. (3) The peptide sequence is CDASILIDPLSNQSA. The MHC is DRB1_1302 with pseudo-sequence DRB1_1302. The binding affinity (normalized) is 0.505. (4) The peptide sequence is VLAPYMPDVLEKLEL. The MHC is HLA-DQA10303-DQB10402 with pseudo-sequence HLA-DQA10303-DQB10402. The binding affinity (normalized) is 0. (5) The binding affinity (normalized) is 0.580. The MHC is DRB1_1602 with pseudo-sequence DRB1_1602. The peptide sequence is DEARRMWASAQNISG. (6) The MHC is DRB1_1001 with pseudo-sequence DRB1_1001. The peptide sequence is YDGFLANVSTVLTGK. The binding affinity (normalized) is 0.784. (7) The peptide sequence is SAVIGTLAAAMFGAV. The MHC is DRB1_1602 with pseudo-sequence DRB1_1602. The binding affinity (normalized) is 0.543.